Dataset: Full USPTO retrosynthesis dataset with 1.9M reactions from patents (1976-2016). Task: Predict the reactants needed to synthesize the given product. (1) Given the product [F:19][C:20]1[CH:25]=[C:24]([F:26])[CH:23]=[CH:22][C:21]=1[CH2:27][CH2:28][C:2]1[N:7]([CH2:8][C:9]([O:11][CH2:12][CH3:13])=[O:10])[C:6]2[N:14]=[CH:15][CH:16]=[CH:17][C:5]=2[C:4](=[O:18])[N:3]=1, predict the reactants needed to synthesize it. The reactants are: O=[C:2]1[N:7]([CH2:8][C:9]([O:11][CH2:12][CH3:13])=[O:10])[C:6]2[N:14]=[CH:15][CH:16]=[CH:17][C:5]=2[C:4](=[O:18])[NH:3]1.[F:19][C:20]1[CH:25]=[C:24]([F:26])[CH:23]=[CH:22][C:21]=1[CH2:27][CH2:28]C(=N)N.FC(F)(F)C1C=CC(C2C=CC(CN)=CC=2)=CC=1.CC(N1CCC(=O)CC1)(C)C(OC)=O. (2) Given the product [CH:1]1([C:7]2[N:12]([CH2:13][C:14]3[CH:19]=[CH:18][C:17]([C:20]([CH3:21])([CH3:22])[CH3:23])=[CH:16][CH:15]=3)[C:11](=[O:24])[C:10]([C:45]([NH:49][CH2:62][C:63]([OH:65])=[O:64])=[O:46])=[C:9]([OH:25])[N:8]=2)[CH2:2][CH2:3][CH2:4][CH2:5][CH2:6]1, predict the reactants needed to synthesize it. The reactants are: [CH:1]1([C:7]2[N:12]([CH2:13][C:14]3[CH:19]=[CH:18][C:17]([C:20]([CH3:23])([CH3:22])[CH3:21])=[CH:16][CH:15]=3)[C:11](=[O:24])[CH:10]=[C:9]([OH:25])[N:8]=2)[CH2:6][CH2:5][CH2:4][CH2:3][CH2:2]1.C(C1C=CC(CN)=CC=1)(C)(C)C.Cl.C1([C:45](=[NH:49])[O:46]CC)CCCCC1.N12CCCN=C1CCCCC2.C(OCC)(=O)[CH2:62][C:63]([O:65]CC)=[O:64].FC(F)(F)C(O)=O. (3) The reactants are: [F:1][C:2]([F:22])([F:21])[O:3][C:4]1[CH:9]=[CH:8][C:7]([N:10]2[CH2:14][CH2:13][C:12]3([CH2:19][CH2:18][NH:17][CH2:16][CH2:15]3)[C:11]2=[O:20])=[CH:6][CH:5]=1.O=C(Cl)[O:25][C:26](Cl)(Cl)Cl.[CH2:31]([NH:38][CH2:39][CH3:40])[C:32]1[CH:37]=[CH:36][CH:35]=[CH:34][CH:33]=1. Given the product [CH2:31]([N:38]([CH2:39][CH3:40])[C:26]([N:17]1[CH2:16][CH2:15][C:12]2([C:11](=[O:20])[N:10]([C:7]3[CH:8]=[CH:9][C:4]([O:3][C:2]([F:1])([F:21])[F:22])=[CH:5][CH:6]=3)[CH2:14][CH2:13]2)[CH2:19][CH2:18]1)=[O:25])[C:32]1[CH:37]=[CH:36][CH:35]=[CH:34][CH:33]=1, predict the reactants needed to synthesize it. (4) The reactants are: Cl[C:2]1[N:6]([CH3:7])[N:5]=[C:4]([CH:8]([F:10])[F:9])[C:3]=1[CH:11]=[O:12].[F:13][C:14]([F:23])([F:22])[C:15]1[CH:20]=[CH:19][C:18]([OH:21])=[CH:17][CH:16]=1.C(=O)([O-])[O-:25].[K+].[K+]. Given the product [F:9][CH:8]([F:10])[C:4]1[C:3]([C:11]([OH:12])=[O:25])=[C:2]([O:21][C:18]2[CH:17]=[CH:16][C:15]([C:14]([F:22])([F:23])[F:13])=[CH:20][CH:19]=2)[N:6]([CH3:7])[N:5]=1, predict the reactants needed to synthesize it. (5) Given the product [ClH:40].[ClH:40].[CH:30]1([C@H:14]([NH:13][C:11](=[O:12])[C@H:9]([CH3:10])[NH:8][CH3:36])[C:15]([N:17]2[C@H:22]([C:23]([NH:50][CH:47]3[C:46]4[CH:51]=[CH:52][C:43]([F:42])=[CH:44][C:45]=4[O:49][CH2:48]3)=[O:25])[CH2:21][N:20]3[CH2:27][CH2:28][CH2:29][C@@H:19]3[CH2:18]2)=[O:16])[CH2:35][CH2:34][CH2:33][CH2:32][CH2:31]1, predict the reactants needed to synthesize it. The reactants are: C(OC([N:8]([CH3:36])[C@H:9]([C:11]([NH:13][C@@H:14]([CH:30]1[CH2:35][CH2:34][CH2:33][CH2:32][CH2:31]1)[C:15]([N:17]1[C@H:22]([C:23]([O:25]C)=O)[CH2:21][N:20]2[CH2:27][CH2:28][CH2:29][C@@H:19]2[CH2:18]1)=[O:16])=[O:12])[CH3:10])=O)(C)(C)C.O.[OH-].[Li+].[ClH:40].Cl.[F:42][C:43]1[CH:52]=[CH:51][C:46]2[CH:47]([NH2:50])[CH2:48][O:49][C:45]=2[CH:44]=1.Cl.C(N=C=NCCCN(C)C)C.ON1C2C=CC=CC=2N=N1.C(N(C(C)C)C(C)C)C.C(OCC)(=O)C.Cl. (6) Given the product [C:1]([O:5][C:6](=[O:32])[NH:7][CH2:8][CH2:9][O:10][CH2:11][CH2:12][O:13][CH2:14][CH2:15][O:16][CH2:17][CH2:18][O:19][CH2:20][CH2:21][O:22][CH2:23][CH2:24][O:25][CH2:26][CH2:27][O:28][CH2:29][CH2:30][NH:31][C:40](=[O:42])[CH3:41])([CH3:4])([CH3:2])[CH3:3], predict the reactants needed to synthesize it. The reactants are: [C:1]([O:5][C:6](=[O:32])[NH:7][CH2:8][CH2:9][O:10][CH2:11][CH2:12][O:13][CH2:14][CH2:15][O:16][CH2:17][CH2:18][O:19][CH2:20][CH2:21][O:22][CH2:23][CH2:24][O:25][CH2:26][CH2:27][O:28][CH2:29][CH2:30][NH2:31])([CH3:4])([CH3:3])[CH3:2].C(N(CC)CC)C.[C:40](OC(=O)C)(=[O:42])[CH3:41]. (7) Given the product [O:1]=[C:2]1[N:8]([CH:9]2[CH2:14][CH2:13][N:12]([C:15]([O:17][C@@H:18]([C:36]([O:38][CH3:39])=[O:37])[CH2:19][C:20]3[CH:25]=[CH:24][C:23]([OH:26])=[C:22]([Br:35])[CH:21]=3)=[O:16])[CH2:11][CH2:10]2)[CH2:7][CH2:6][C:5]2[CH:40]=[CH:41][CH:42]=[CH:43][C:4]=2[NH:3]1, predict the reactants needed to synthesize it. The reactants are: [O:1]=[C:2]1[N:8]([CH:9]2[CH2:14][CH2:13][N:12]([C:15]([O:17][C@@H:18]([C:36]([O:38][CH3:39])=[O:37])[CH2:19][C:20]3[CH:25]=[CH:24][C:23]([O:26]COCC[Si](C)(C)C)=[C:22]([Br:35])[CH:21]=3)=[O:16])[CH2:11][CH2:10]2)[CH2:7][CH2:6][C:5]2[CH:40]=[CH:41][CH:42]=[CH:43][C:4]=2[NH:3]1.S(=O)(=O)(O)O. (8) The reactants are: Cl[S:2]([N:5]=C=O)(=[O:4])=[O:3].CC(O)(C)C.[CH3:13][N:14]1[C:18]2[CH:19]=[CH:20][CH:21]=[CH:22][C:17]=2[N:16]([CH:23]2[CH2:28][CH2:27][N:26]([CH2:29][CH2:30][CH2:31][N:32]3[C:40]4[CH2:39][CH2:38][NH:37][CH2:36][C:35]=4[C:34]([C:41]4[CH:46]=[CH:45][C:44]([C:47]([F:50])([F:49])[F:48])=[CH:43][CH:42]=4)=[N:33]3)[CH2:25][CH2:24]2)[C:15]1=[O:51].C(N(CC)CC)C. Given the product [CH3:13][N:14]1[C:18]2[CH:19]=[CH:20][CH:21]=[CH:22][C:17]=2[N:16]([CH:23]2[CH2:28][CH2:27][N:26]([CH2:29][CH2:30][CH2:31][N:32]3[C:40]4[CH2:39][CH2:38][N:37]([S:2]([NH2:5])(=[O:4])=[O:3])[CH2:36][C:35]=4[C:34]([C:41]4[CH:42]=[CH:43][C:44]([C:47]([F:49])([F:50])[F:48])=[CH:45][CH:46]=4)=[N:33]3)[CH2:25][CH2:24]2)[C:15]1=[O:51], predict the reactants needed to synthesize it.